This data is from Forward reaction prediction with 1.9M reactions from USPTO patents (1976-2016). The task is: Predict the product of the given reaction. (1) Given the reactants C(OC([N:8]1[CH2:13][CH2:12][CH:11]([NH:14][C:15]2[N:20]=[C:19]([NH:21][CH2:22][CH2:23][OH:24])[N:18]=[C:17]([O:25][CH3:26])[N:16]=2)[CH2:10][CH2:9]1)=O)(C)(C)C.[C:27]([O:31]C(N1CCC(NC2N=C(Cl)N=C(OC)N=2)CC1)=O)([CH3:30])([CH3:29])[CH3:28].NCC(OC(C)(C)C)=O.C(N(C(C)C)C(C)C)C.Cl.COC1N=C(NC2CCNCC2)N=C(NCCO)N=1, predict the reaction product. The product is: [C:27]([O:31][C:23](=[O:24])[CH2:22][NH:21][C:19]1[N:18]=[C:17]([O:25][CH3:26])[N:16]=[C:15]([NH:14][CH:11]2[CH2:10][CH2:9][NH:8][CH2:13][CH2:12]2)[N:20]=1)([CH3:30])([CH3:29])[CH3:28]. (2) Given the reactants [Cl:1][C:2]1[N:7]=[CH:6][C:5]2[C:8](I)=[N:9][N:10]([C:11]([C:24]3[CH:29]=[CH:28][CH:27]=[CH:26][CH:25]=3)([C:18]3[CH:23]=[CH:22][CH:21]=[CH:20][CH:19]=3)[C:12]3[CH:17]=[CH:16][CH:15]=[CH:14][CH:13]=3)[C:4]=2[CH:3]=1.[C:31]1([OH:37])[CH:36]=[CH:35][CH:34]=[CH:33][CH:32]=1.C(=O)([O-])[O-].[Cs+].[Cs+].CN(C)CC(O)=O, predict the reaction product. The product is: [Cl:1][C:2]1[N:7]=[CH:6][C:5]2[C:8]([O:37][C:31]3[CH:36]=[CH:35][CH:34]=[CH:33][CH:32]=3)=[N:9][N:10]([C:11]([C:24]3[CH:29]=[CH:28][CH:27]=[CH:26][CH:25]=3)([C:18]3[CH:23]=[CH:22][CH:21]=[CH:20][CH:19]=3)[C:12]3[CH:17]=[CH:16][CH:15]=[CH:14][CH:13]=3)[C:4]=2[CH:3]=1. (3) The product is: [C:46]([O:45][C:43]([N:30]1[C@H:31]([C:40]([NH:2][C@H:3]([CH2:22][C:23]2[CH:28]=[CH:27][C:26]([Cl:29])=[CH:25][CH:24]=2)[C:4]([N:6]2[CH2:7][CH2:8][N:9]([C:12]3[CH:21]=[CH:20][CH:19]=[CH:18][C:13]=3[C:14]([O:16][CH3:17])=[O:15])[CH2:10][CH2:11]2)=[O:5])=[O:41])[CH2:32][C:33]2[C:38](=[CH:37][CH:36]=[CH:35][CH:34]=2)[CH2:39]1)=[O:44])([CH3:49])([CH3:48])[CH3:47]. Given the reactants Cl.[NH2:2][C@H:3]([CH2:22][C:23]1[CH:28]=[CH:27][C:26]([Cl:29])=[CH:25][CH:24]=1)[C:4]([N:6]1[CH2:11][CH2:10][N:9]([C:12]2[CH:21]=[CH:20][CH:19]=[CH:18][C:13]=2[C:14]([O:16][CH3:17])=[O:15])[CH2:8][CH2:7]1)=[O:5].[N:30]1([C:43]([O:45][C:46]([CH3:49])([CH3:48])[CH3:47])=[O:44])[CH2:39][C:38]2[C:33](=[CH:34][CH:35]=[CH:36][CH:37]=2)[CH2:32][C@H:31]1[C:40](O)=[O:41].C1C=NC2N(O)N=NC=2C=1.C(Cl)CCl.CCN(C(C)C)C(C)C, predict the reaction product. (4) Given the reactants [F:1][CH:2]([F:28])[C:3]([N:5]1[C@H:9]([CH2:10][F:11])[C@@H:8]([C:12]2[CH:17]=[CH:16][C:15]([C:18]3[C:19](C)=[N:20][C:21](O)=[CH:22][CH:23]=3)=[CH:14][CH:13]=2)[O:7][C:6]1([CH3:27])[CH3:26])=[O:4].C(N(CC)CC)C.CS(Cl)(=O)=O.[CH2:41]([Cl:43])Cl, predict the reaction product. The product is: [Cl:43][CH2:41][C:21]1[N:20]=[CH:19][C:18]([C:15]2[CH:16]=[CH:17][C:12]([C@H:8]3[O:7][C:6]([CH3:26])([CH3:27])[N:5]([C:3](=[O:4])[CH:2]([F:28])[F:1])[C@@H:9]3[CH2:10][F:11])=[CH:13][CH:14]=2)=[CH:23][CH:22]=1. (5) Given the reactants [NH2:1][C:2]1[CH:10]=[CH:9][CH:8]=[C:7]2[C:3]=1[CH:4]=[C:5]([CH3:17])[N:6]2[CH2:11][C:12]([O:14][CH2:15][CH3:16])=[O:13].[C:18](OC(=O)C)(=[O:20])[CH3:19].O, predict the reaction product. The product is: [C:18]([NH:1][C:2]1[CH:10]=[CH:9][CH:8]=[C:7]2[C:3]=1[CH:4]=[C:5]([CH3:17])[N:6]2[CH2:11][C:12]([O:14][CH2:15][CH3:16])=[O:13])(=[O:20])[CH3:19]. (6) Given the reactants Br.[N:2]1[CH:3]=[CH:4][N:5]2[C:14]=1[C:13]1[CH:12]=[CH:11][CH:10]=[CH:9][C:8]=1[N:7]=[C:6]2[NH2:15].[C:16](O)(=[O:23])[C:17]1[CH:22]=[CH:21][CH:20]=[N:19][CH:18]=1.F[P-](F)(F)(F)(F)F.N1(O[P+](N2CCCC2)(N2CCCC2)N2CCCC2)C2C=CC=CC=2N=N1.C(N(CC)C(C)C)(C)C.C([O-])(O)=O.[Na+], predict the reaction product. The product is: [N:2]1[CH:3]=[CH:4][N:5]2[C:14]=1[C:13]1[CH:12]=[CH:11][CH:10]=[CH:9][C:8]=1[N:7]=[C:6]2[NH:15][C:16](=[O:23])[C:17]1[CH:22]=[CH:21][CH:20]=[N:19][CH:18]=1. (7) Given the reactants [F:1][C:2]1[C:3]([OH:12])=[C:4]([C:9](=[O:11])[CH3:10])[CH:5]=[C:6]([F:8])[CH:7]=1.[C:13]1(=O)[CH2:17][CH2:16][CH2:15][CH2:14]1.N1CCCC1, predict the reaction product. The product is: [F:8][C:6]1[CH:5]=[C:4]2[C:3](=[C:2]([F:1])[CH:7]=1)[O:12][C:13]1([CH2:17][CH2:16][CH2:15][CH2:14]1)[CH2:10][C:9]2=[O:11]. (8) Given the reactants [CH2:1]([Mg]Br)[CH3:2].[CH3:5][O:6][CH2:7][C:8]([C:11]1[CH:12]=[C:13]([CH:16]=[CH:17][CH:18]=1)[C:14]#[N:15])([CH3:10])[CH3:9].B(F)(F)F.CCOCC.[OH-].[Na+], predict the reaction product. The product is: [OH-:6].[NH4+:15].[CH3:5][O:6][CH2:7][C:8]([C:11]1[CH:12]=[C:13]([C:14]2([NH2:15])[CH2:2][CH2:1]2)[CH:16]=[CH:17][CH:18]=1)([CH3:10])[CH3:9]. (9) Given the reactants CO[C:3]([C:5]1[N:6]([CH2:31][CH:32]=O)[CH:7]=[C:8]([C:20](=[O:30])[NH:21][CH2:22][C:23]2[CH:28]=[CH:27][C:26]([F:29])=[CH:25][CH:24]=2)[C:9](=[O:19])[C:10]=1[O:11]CC1C=CC=CC=1)=[O:4].Cl.Cl.[NH2:36][C@@H:37]([CH3:45])[CH2:38][CH2:39][NH:40][CH2:41][CH2:42][O:43][CH3:44], predict the reaction product. The product is: [F:29][C:26]1[CH:25]=[CH:24][C:23]([CH2:22][NH:21][C:20]([C:8]2[C:9](=[O:19])[C:10]([OH:11])=[C:5]3[C:3](=[O:4])[N:36]4[C@@H:37]([CH3:45])[CH2:38][CH2:39][N:40]([CH2:41][CH2:42][O:43][CH3:44])[C@@H:32]4[CH2:31][N:6]3[CH:7]=2)=[O:30])=[CH:28][CH:27]=1. (10) The product is: [S:17]1[C:13]2[CH:11]=[N:10][CH:8]=[N:20][C:14]=2[N:15]=[CH:16]1. Given the reactants C[N+](C)=CCl.[Cl-].[Cl-].[CH2:8]([NH:10][C:11]([C:13]1[S:17][C:16](SC)=[N:15][C:14]=1[NH2:20])=O)C, predict the reaction product.